From a dataset of Catalyst prediction with 721,799 reactions and 888 catalyst types from USPTO. Predict which catalyst facilitates the given reaction. (1) The catalyst class is: 1. Reactant: C1(C)C=CC=CC=1.[CH2:8]([C@@:15]12[CH2:28][CH2:27][C@:26]([OH:33])([C:29]([F:32])([F:31])[F:30])[CH2:25][C@H:24]1[CH:23]=[CH:22][C:21]1[CH:20]=[C:19]([C:34](OC)=[O:35])[CH:18]=[CH:17][C:16]2=1)[C:9]1[CH:14]=[CH:13][CH:12]=[CH:11][CH:10]=1.[CH3:38][C:39]1[C:44]([NH2:45])=[CH:43][CH:42]=[CH:41][N:40]=1.[Li+].C[Si]([N-][Si](C)(C)C)(C)C. Product: [CH2:8]([C@@:15]12[CH2:28][CH2:27][C@:26]([OH:33])([C:29]([F:32])([F:31])[F:30])[CH2:25][C@H:24]1[CH:23]=[CH:22][C:21]1[CH:20]=[C:19]([C:34]([NH:45][C:44]3[C:39]([CH3:38])=[N:40][CH:41]=[CH:42][CH:43]=3)=[O:35])[CH:18]=[CH:17][C:16]2=1)[C:9]1[CH:10]=[CH:11][CH:12]=[CH:13][CH:14]=1. (2) Reactant: [NH2:1][C:2]1[C:3]([C:8]([OH:10])=O)=[N:4][CH:5]=[CH:6][CH:7]=1.Cl.[CH3:12][NH:13][CH3:14].C(Cl)CCl.C1C=CC2N(O)N=NC=2C=1.CCN(C(C)C)C(C)C. Product: [NH2:1][C:2]1[C:3]([C:8]([N:13]([CH3:14])[CH3:12])=[O:10])=[N:4][CH:5]=[CH:6][CH:7]=1. The catalyst class is: 3. (3) Reactant: [CH3:1][C:2]1[CH:10]=[C:9]([N+:11]([O-:13])=[O:12])[CH:8]=[CH:7][C:3]=1[C:4]([OH:6])=[O:5].CI.[C:16]([O-])([O-])=O.[K+].[K+]. Product: [CH3:16][O:5][C:4](=[O:6])[C:3]1[CH:7]=[CH:8][C:9]([N+:11]([O-:13])=[O:12])=[CH:10][C:2]=1[CH3:1]. The catalyst class is: 3.